From a dataset of Reaction yield outcomes from USPTO patents with 853,638 reactions. Predict the reaction yield, written as a fraction of the theoretical maximum amount of product (1.0 means a 100% yield; for example, 0.34 means a 34% yield). The reactants are [O:1]([C:8]1[CH:9]=[C:10]([N:14]([CH2:22][C:23]2[CH:24]=[C:25]([CH:30]=[CH:31][CH:32]=2)[C:26](OC)=[O:27])[CH2:15][CH:16]([OH:21])[C:17]([F:20])([F:19])[F:18])[CH:11]=[CH:12][CH:13]=1)[C:2]1[CH:7]=[CH:6][CH:5]=[CH:4][CH:3]=1.Cl.[CH3:34][NH:35][O:36][CH3:37].C([Mg]Cl)(C)C. The catalyst is O1CCCC1. The product is [CH3:37][O:36][N:35]([CH3:34])[C:26](=[O:27])[C:25]1[CH:30]=[CH:31][CH:32]=[C:23]([CH2:22][N:14]([C:10]2[CH:11]=[CH:12][CH:13]=[C:8]([O:1][C:2]3[CH:3]=[CH:4][CH:5]=[CH:6][CH:7]=3)[CH:9]=2)[CH2:15][CH:16]([OH:21])[C:17]([F:20])([F:18])[F:19])[CH:24]=1. The yield is 0.660.